From a dataset of NCI-60 drug combinations with 297,098 pairs across 59 cell lines. Regression. Given two drug SMILES strings and cell line genomic features, predict the synergy score measuring deviation from expected non-interaction effect. (1) Drug 1: CN(CC1=CN=C2C(=N1)C(=NC(=N2)N)N)C3=CC=C(C=C3)C(=O)NC(CCC(=O)O)C(=O)O. Drug 2: C1CN1P(=S)(N2CC2)N3CC3. Cell line: IGROV1. Synergy scores: CSS=52.2, Synergy_ZIP=-0.716, Synergy_Bliss=0.132, Synergy_Loewe=-7.09, Synergy_HSA=-4.76. (2) Drug 1: CCN(CC)CCNC(=O)C1=C(NC(=C1C)C=C2C3=C(C=CC(=C3)F)NC2=O)C. Drug 2: CS(=O)(=O)OCCCCOS(=O)(=O)C. Cell line: SW-620. Synergy scores: CSS=13.1, Synergy_ZIP=-4.22, Synergy_Bliss=-1.22, Synergy_Loewe=-3.99, Synergy_HSA=0.188. (3) Drug 1: CCC1=C2CN3C(=CC4=C(C3=O)COC(=O)C4(CC)O)C2=NC5=C1C=C(C=C5)O. Drug 2: CCC1(C2=C(COC1=O)C(=O)N3CC4=CC5=C(C=CC(=C5CN(C)C)O)N=C4C3=C2)O.Cl. Cell line: T-47D. Synergy scores: CSS=50.0, Synergy_ZIP=-1.51, Synergy_Bliss=-1.47, Synergy_Loewe=3.26, Synergy_HSA=6.65. (4) Drug 1: B(C(CC(C)C)NC(=O)C(CC1=CC=CC=C1)NC(=O)C2=NC=CN=C2)(O)O. Drug 2: CNC(=O)C1=NC=CC(=C1)OC2=CC=C(C=C2)NC(=O)NC3=CC(=C(C=C3)Cl)C(F)(F)F. Cell line: NCI-H460. Synergy scores: CSS=84.1, Synergy_ZIP=5.38, Synergy_Bliss=5.42, Synergy_Loewe=1.97, Synergy_HSA=7.77. (5) Cell line: SF-268. Drug 1: C1=NC2=C(N1)C(=S)N=C(N2)N. Drug 2: C1=NNC2=C1C(=O)NC=N2. Synergy scores: CSS=14.6, Synergy_ZIP=-6.21, Synergy_Bliss=2.57, Synergy_Loewe=-24.2, Synergy_HSA=-0.750. (6) Drug 1: C1CN1C2=NC(=NC(=N2)N3CC3)N4CC4. Drug 2: C1=CC=C(C(=C1)C(C2=CC=C(C=C2)Cl)C(Cl)Cl)Cl. Cell line: TK-10. Synergy scores: CSS=6.85, Synergy_ZIP=-2.92, Synergy_Bliss=2.07, Synergy_Loewe=-3.98, Synergy_HSA=1.31. (7) Cell line: HL-60(TB). Synergy scores: CSS=15.3, Synergy_ZIP=-1.40, Synergy_Bliss=0.615, Synergy_Loewe=-23.0, Synergy_HSA=-5.62. Drug 1: CC1=C(N=C(N=C1N)C(CC(=O)N)NCC(C(=O)N)N)C(=O)NC(C(C2=CN=CN2)OC3C(C(C(C(O3)CO)O)O)OC4C(C(C(C(O4)CO)O)OC(=O)N)O)C(=O)NC(C)C(C(C)C(=O)NC(C(C)O)C(=O)NCCC5=NC(=CS5)C6=NC(=CS6)C(=O)NCCC[S+](C)C)O. Drug 2: C1C(C(OC1N2C=NC(=NC2=O)N)CO)O.